Task: Predict the reaction yield, written as a fraction of the theoretical maximum amount of product (1.0 means a 100% yield; for example, 0.34 means a 34% yield).. Dataset: Reaction yield outcomes from USPTO patents with 853,638 reactions (1) The reactants are [CH3:1][S:2]([C:5]1[CH:10]=[CH:9][C:8]([C:11]2[CH2:16][CH2:15][CH:14]([O:17][CH2:18][CH:19]3[CH2:24][CH2:23][N:22](C(OC(C)(C)C)=O)[CH2:21][CH2:20]3)[CH2:13][CH:12]=2)=[CH:7][CH:6]=1)(=[O:4])=[O:3].O1CCOCC1.[ClH:38]. The catalyst is CCOCC. The product is [ClH:38].[CH3:1][S:2]([C:5]1[CH:10]=[CH:9][C:8]([C:11]2[CH2:16][CH2:15][CH:14]([O:17][CH2:18][CH:19]3[CH2:20][CH2:21][NH:22][CH2:23][CH2:24]3)[CH2:13][CH:12]=2)=[CH:7][CH:6]=1)(=[O:4])=[O:3]. The yield is 1.00. (2) The reactants are [CH3:1][C:2]1[N:10]([CH:11]([C:13](=[O:16])[CH2:14][CH3:15])[CH3:12])[C:5]2=[N:6][CH:7]=[CH:8][CH:9]=[C:4]2[C:3]=1[C:17]([O:19][C:20]([CH3:23])([CH3:22])[CH3:21])=[O:18].[BH4-].[Na+]. No catalyst specified. The product is [OH:16][CH:13]([CH2:14][CH3:15])[CH:11]([N:10]1[C:5]2=[N:6][CH:7]=[CH:8][CH:9]=[C:4]2[C:3]([C:17]([O:19][C:20]([CH3:22])([CH3:21])[CH3:23])=[O:18])=[C:2]1[CH3:1])[CH3:12]. The yield is 0.500. (3) The reactants are [C:1]1([N:7]2[CH:11]=[CH:10][N:9]=[CH:8]2)[CH:6]=[CH:5][CH:4]=[CH:3][CH:2]=1.[F-].[Cs+].C1([As](C2C=CC=CC=2)C2C=CC=CC=2)C=CC=CC=1.Br[C:34]1[CH:35]=[CH:36][C:37]2[N:41]=[CH:40][N:39]([C:42]3[CH:47]=[CH:46][C:45]([F:48])=[CH:44][CH:43]=3)[C:38]=2[CH:49]=1. The catalyst is C([O-])(=O)C.[Pd+2].C([O-])(=O)C. The product is [F:48][C:45]1[CH:46]=[CH:47][C:42]([N:39]2[C:38]3[CH:49]=[C:34]([C:11]4[N:7]([C:1]5[CH:6]=[CH:5][CH:4]=[CH:3][CH:2]=5)[CH:8]=[N:9][CH:10]=4)[CH:35]=[CH:36][C:37]=3[N:41]=[CH:40]2)=[CH:43][CH:44]=1. The yield is 0.190. (4) The reactants are [CH2:1]([S:8][C:9]1[CH:10]=[CH:11][C:12]([NH:22][C:23]2[CH:28]=[C:27]([Br:29])[CH:26]=[CH:25][C:24]=2[O:30][CH3:31])=[C:13](/[CH:15]=[CH:16]/[C:17]([O:19]CC)=O)[CH:14]=1)[C:2]1[CH:7]=[CH:6][CH:5]=[CH:4][CH:3]=1.C[O-].[Na+]. The catalyst is CO. The product is [CH2:1]([S:8][C:9]1[CH:14]=[C:13]2[C:12](=[CH:11][CH:10]=1)[N:22]([C:23]1[CH:28]=[C:27]([Br:29])[CH:26]=[CH:25][C:24]=1[O:30][CH3:31])[C:17](=[O:19])[CH:16]=[CH:15]2)[C:2]1[CH:3]=[CH:4][CH:5]=[CH:6][CH:7]=1. The yield is 0.870. (5) The reactants are C(O[BH-](OC(=O)C)OC(=O)C)(=O)C.[Na+].[CH3:15][C:16]([Si:19]([CH3:31])([CH3:30])[O:20][CH2:21][C:22]1[CH:23]=[CH:24][C:25]([CH:28]=O)=[N:26][CH:27]=1)([CH3:18])[CH3:17].[N:32]1([C:38]2[C:43]([C:44]([O:46][CH:47]([CH3:49])[CH3:48])=[O:45])=[CH:42][CH:41]=[CH:40][N:39]=2)[CH2:37][CH2:36][NH:35][CH2:34][CH2:33]1. The catalyst is C1COCC1. The product is [CH3:15][C:16]([Si:19]([CH3:31])([CH3:30])[O:20][CH2:21][C:22]1[CH:23]=[CH:24][C:25]([CH2:28][N:35]2[CH2:36][CH2:37][N:32]([C:38]3[C:43]([C:44]([O:46][CH:47]([CH3:49])[CH3:48])=[O:45])=[CH:42][CH:41]=[CH:40][N:39]=3)[CH2:33][CH2:34]2)=[N:26][CH:27]=1)([CH3:18])[CH3:17]. The yield is 1.03.